Dataset: Full USPTO retrosynthesis dataset with 1.9M reactions from patents (1976-2016). Task: Predict the reactants needed to synthesize the given product. (1) Given the product [C:18]1([C:13]2[C:12]3[C:17](=[C:9]([C:6]4[CH:5]=[CH:4][C:3]([OH:2])=[CH:8][CH:7]=4)[N:10]([CH2:24][CH2:25][CH3:26])[N:11]=3)[CH:16]=[CH:15][CH:14]=2)[CH:19]=[CH:20][CH:21]=[CH:22][CH:23]=1, predict the reactants needed to synthesize it. The reactants are: C[O:2][C:3]1[CH:8]=[CH:7][C:6]([C:9]2[N:10]([CH2:24][CH2:25][CH3:26])[N:11]=[C:12]3[C:17]=2[CH:16]=[CH:15][CH:14]=[C:13]3[C:18]2[CH:23]=[CH:22][CH:21]=[CH:20][CH:19]=2)=[CH:5][CH:4]=1.B(Br)(Br)Br. (2) Given the product [NH2:1][C:2]1[N:7]([C:8]2[CH:9]=[CH:10][C:11]([N:14]([C:23]3[CH:24]=[C:25]([C:28]([F:30])([F:31])[F:29])[CH:26]=[CH:27][C:22]=3[F:21])[C:19]([NH2:18])=[O:20])=[CH:12][CH:13]=2)[CH2:6][N:5]=[C:4]2[S:15][CH:16]=[CH:17][C:3]=12, predict the reactants needed to synthesize it. The reactants are: [NH2:1][C:2]1[N:7]([C:8]2[CH:13]=[CH:12][C:11]([NH2:14])=[CH:10][CH:9]=2)[CH2:6][N:5]=[C:4]2[S:15][CH:16]=[CH:17][C:3]=12.[N-:18]=[C:19]=[O:20].[F:21][C:22]1[CH:27]=[CH:26][C:25]([C:28]([F:31])([F:30])[F:29])=[CH:24][C:23]=1N=C=O.C(N(C(C)C)CC)(C)C. (3) Given the product [OH:2][CH:1]([C:3]1[N:8]=[C:7]([NH:9][C:10](=[O:15])[C:11]([CH3:12])([CH3:14])[CH3:13])[CH:6]=[CH:5][CH:4]=1)[CH3:16], predict the reactants needed to synthesize it. The reactants are: [CH:1]([C:3]1[N:8]=[C:7]([NH:9][C:10](=[O:15])[C:11]([CH3:14])([CH3:13])[CH3:12])[CH:6]=[CH:5][CH:4]=1)=[O:2].[CH3:16][Mg]Cl.